This data is from Full USPTO retrosynthesis dataset with 1.9M reactions from patents (1976-2016). The task is: Predict the reactants needed to synthesize the given product. (1) The reactants are: Cl.[NH2:2][C:3]([NH2:5])=[NH:4].O=[C:7]1[CH:18]([C:19](OC)=[O:20])[CH2:17][CH2:16][CH2:15][CH2:14][C:8]21[CH2:13][CH2:12][CH2:11][CH2:10][CH2:9]2.C(=O)([O-])[O-].[K+].[K+]. Given the product [NH2:4][C:3]1[N:5]=[C:19]([OH:20])[C:18]2[CH2:17][CH2:16][CH2:15][CH2:14][C:8]3([CH2:13][CH2:12][CH2:11][CH2:10][CH2:9]3)[C:7]=2[N:2]=1, predict the reactants needed to synthesize it. (2) Given the product [CH2:32]([N:23]1[C:22]2[CH:39]=[C:18]([NH:17][C:13](=[O:53])[CH2:12][CH2:11][CH2:10][N:3]([CH:1]=[O:2])[C:4]3[CH:9]=[CH:8][CH:7]=[CH:6][N:5]=3)[CH:19]=[CH:20][C:21]=2[O:26][CH:25]([CH2:27][C:28]([O:30][CH3:31])=[O:29])[CH2:24]1)[C:33]1[CH:34]=[CH:35][CH:36]=[CH:37][CH:38]=1, predict the reactants needed to synthesize it. The reactants are: [CH:1]([N:3]([CH2:10][CH2:11][CH2:12][CH2:13]C(O)=O)[C:4]1[CH:9]=[CH:8][CH:7]=[CH:6][N:5]=1)=[O:2].[NH2:17][C:18]1[CH:19]=[CH:20][C:21]2[O:26][CH:25]([CH2:27][C:28]([O:30][CH3:31])=[O:29])[CH2:24][N:23]([CH2:32][C:33]3[CH:38]=[CH:37][CH:36]=[CH:35][CH:34]=3)[C:22]=2[CH:39]=1.CCN=C=NCCCN(C)C.Cl.Cl.[OH2:53].